From a dataset of Forward reaction prediction with 1.9M reactions from USPTO patents (1976-2016). Predict the product of the given reaction. Given the reactants [Cl:1][C:2]1[CH:7]=[CH:6][C:5]([OH:8])=[CH:4][C:3]=1[N+:9]([O-])=O.C(=O)([O-])[O-].[K+].[K+].[CH2:18](Br)[C:19]1[CH:24]=[CH:23][CH:22]=[CH:21][CH:20]=1, predict the reaction product. The product is: [CH2:18]([O:8][C:5]1[CH:4]=[C:3]([C:2]([Cl:1])=[CH:7][CH:6]=1)[NH2:9])[C:19]1[CH:24]=[CH:23][CH:22]=[CH:21][CH:20]=1.